From a dataset of Forward reaction prediction with 1.9M reactions from USPTO patents (1976-2016). Predict the product of the given reaction. (1) The product is: [CH2:1]([O:3][CH:4]([S:47][CH2:48][CH3:49])[C@@H:5]1[CH2:9][CH2:8][CH2:7][N:6]1[C:10](=[O:46])[C:11]1[CH:16]=[C:15]([O:17][CH3:18])[C:14]([O:19][CH2:20][CH2:21][CH2:22][CH2:23][CH2:24][O:25][C:26]2[C:40]([O:41][CH3:42])=[CH:39][C:29]3[C:30](=[O:38])[N:31]4[CH2:37][CH2:36][CH2:35][C@H:32]4[CH2:33][NH:34][C:28]=3[CH:27]=2)=[CH:13][C:12]=1[NH2:43])[CH3:2]. Given the reactants [CH2:1]([O:3][CH:4]([S:47][CH2:48][CH3:49])[C@@H:5]1[CH2:9][CH2:8][CH2:7][N:6]1[C:10](=[O:46])[C:11]1[CH:16]=[C:15]([O:17][CH3:18])[C:14]([O:19][CH2:20][CH2:21][CH2:22][CH2:23][CH2:24][O:25][C:26]2[C:40]([O:41][CH3:42])=[CH:39][C:29]3[C:30](=[O:38])[N:31]4[CH2:37][CH2:36][CH2:35][C@H:32]4[CH2:33][NH:34][C:28]=3[CH:27]=2)=[CH:13][C:12]=1[N+:43]([O-])=O)[CH3:2].CO.O.O.Cl[Sn]Cl.C([O-])(O)=O.[Na+], predict the reaction product. (2) Given the reactants O.C1(C)C=CC(S(O)(=O)=O)=CC=1.Cl[C:14]1[N:19]=[C:18]([C:20]2[C:28]3[C:23](=[CH:24][CH:25]=[CH:26][CH:27]=3)[N:22]([CH3:29])[CH:21]=2)[CH:17]=[CH:16][N:15]=1.[F:30][C:31]1[C:37]([N+:38]([O-:40])=[O:39])=[CH:36][C:34]([NH2:35])=[C:33]([O:41][CH3:42])[CH:32]=1, predict the reaction product. The product is: [F:30][C:31]1[C:37]([N+:38]([O-:40])=[O:39])=[CH:36][C:34]([NH:35][C:14]2[N:19]=[C:18]([C:20]3[C:28]4[C:23](=[CH:24][CH:25]=[CH:26][CH:27]=4)[N:22]([CH3:29])[CH:21]=3)[CH:17]=[CH:16][N:15]=2)=[C:33]([O:41][CH3:42])[CH:32]=1. (3) Given the reactants [CH3:1][C:2]([CH3:24])([S@@:4]([NH:6][C@H:7]([C:18]1[CH:23]=[CH:22][CH:21]=[CH:20][CH:19]=1)[C:8]1[CH:17]=[CH:16][C:11]([C:12]([O:14]C)=[O:13])=[CH:10][CH:9]=1)=[O:5])[CH3:3].[OH-].[Li+], predict the reaction product. The product is: [CH3:3][C:2]([CH3:24])([S@@:4]([NH:6][C@H:7]([C:18]1[CH:23]=[CH:22][CH:21]=[CH:20][CH:19]=1)[C:8]1[CH:17]=[CH:16][C:11]([C:12]([OH:14])=[O:13])=[CH:10][CH:9]=1)=[O:5])[CH3:1]. (4) Given the reactants [Cl:1][C:2]1[CH:3]=[N:4][C:5]2[C:10]([C:11]=1[CH:12]([F:37])[CH2:13][CH2:14][C:15]1([C:32]([O:34]CC)=[O:33])[CH2:20][CH2:19][N:18]([CH2:21][CH2:22][O:23][C:24]3[CH:29]=[C:28]([F:30])[CH:27]=[CH:26][C:25]=3[F:31])[CH2:17][CH2:16]1)=[CH:9][C:8]([O:38][CH3:39])=[CH:7][CH:6]=2.[OH-].[Na+], predict the reaction product. The product is: [Cl:1][C:2]1[CH:3]=[N:4][C:5]2[C:10]([C:11]=1[CH:12]([F:37])[CH2:13][CH2:14][C:15]1([C:32]([OH:34])=[O:33])[CH2:16][CH2:17][N:18]([CH2:21][CH2:22][O:23][C:24]3[CH:29]=[C:28]([F:30])[CH:27]=[CH:26][C:25]=3[F:31])[CH2:19][CH2:20]1)=[CH:9][C:8]([O:38][CH3:39])=[CH:7][CH:6]=2. (5) Given the reactants [C:1]1([S:7]([N:10]2[CH2:16][CH2:15][CH:14]([NH:17]C(=O)OC(C)(C)C)[CH2:13][C:12]3[CH:25]=[CH:26][CH:27]=[CH:28][C:11]2=3)(=[O:9])=[O:8])[CH:6]=[CH:5][CH:4]=[CH:3][CH:2]=1.Cl, predict the reaction product. The product is: [C:1]1([S:7]([N:10]2[CH2:16][CH2:15][CH:14]([NH2:17])[CH2:13][C:12]3[CH:25]=[CH:26][CH:27]=[CH:28][C:11]2=3)(=[O:8])=[O:9])[CH:6]=[CH:5][CH:4]=[CH:3][CH:2]=1. (6) Given the reactants Cl.[CH3:2][N:3]([CH3:10])[CH2:4]/[CH:5]=[CH:6]/[C:7](O)=[O:8].C(Cl)(C(Cl)=O)=O.[I:17][C:18]1[C:26]2[C:21](=[N:22][CH:23]=[N:24][C:25]=2[NH:27]C(=O)OC(C)(C)C)[N:20]([C:35]2[CH:40]=[CH:39][C:38]([NH:41][CH3:42])=[CH:37][CH:36]=2)[N:19]=1.C(O)(C(F)(F)F)=O, predict the reaction product. The product is: [NH2:27][C:25]1[N:24]=[CH:23][N:22]=[C:21]2[N:20]([C:35]3[CH:36]=[CH:37][C:38]([N:41]([CH3:42])[C:7](=[O:8])/[CH:6]=[CH:5]/[CH2:4][N:3]([CH3:10])[CH3:2])=[CH:39][CH:40]=3)[N:19]=[C:18]([I:17])[C:26]=12.